Dataset: Catalyst prediction with 721,799 reactions and 888 catalyst types from USPTO. Task: Predict which catalyst facilitates the given reaction. Reactant: [Cl-].[Na+].[Cl-].[Cl-].[Cl-].[Al+3].[Br:7][C:8]1[CH:13]=[CH:12][C:11]([C:14](=[O:18])[CH2:15][CH2:16]Cl)=[C:10]([F:19])[CH:9]=1. Product: [Br:7][C:8]1[CH:13]=[C:12]2[C:11](=[C:10]([F:19])[CH:9]=1)[C:14](=[O:18])[CH2:15][CH2:16]2. The catalyst class is: 33.